From a dataset of Reaction yield outcomes from USPTO patents with 853,638 reactions. Predict the reaction yield, written as a fraction of the theoretical maximum amount of product (1.0 means a 100% yield; for example, 0.34 means a 34% yield). (1) The reactants are N#N.Br[C:4]1[CH:9]=[CH:8][C:7]([F:10])=[CH:6][C:5]=1[CH3:11].CCN(CC)CC.[CH3:19][C:20]1([CH3:27])[C:24]([CH3:26])([CH3:25])[O:23][BH:22][O:21]1. The catalyst is C1C=CC(P(C2C=CC=CC=2)[C-]2C=CC=C2)=CC=1.C1C=CC(P(C2C=CC=CC=2)[C-]2C=CC=C2)=CC=1.Cl[Pd]Cl.[Fe+2].C(Cl)Cl. The product is [F:10][C:7]1[CH:8]=[CH:9][C:4]([B:22]2[O:23][C:24]([CH3:26])([CH3:25])[C:20]([CH3:27])([CH3:19])[O:21]2)=[C:5]([CH3:11])[CH:6]=1. The yield is 0.600. (2) The reactants are [Cl:1][C:2]1[CH:7]=[CH:6][C:5]([N:8]2[CH2:14][CH2:13][CH2:12][NH:11][CH2:10][CH2:9]2)=[CH:4][CH:3]=1.[C:15]([O:19][C:20]([N:22]1[CH2:27][CH:26]2[CH:24]([O:25]2)[CH2:23]1)=[O:21])([CH3:18])([CH3:17])[CH3:16].FC(F)(F)S([O-])(=O)=O.[Ca+2].FC(F)(F)S([O-])(=O)=O. The catalyst is C(#N)C. The product is [C:15]([O:19][C:20]([N:22]1[CH2:23][C@@H:24]([OH:25])[C@H:26]([N:11]2[CH2:12][CH2:13][CH2:14][N:8]([C:5]3[CH:4]=[CH:3][C:2]([Cl:1])=[CH:7][CH:6]=3)[CH2:9][CH2:10]2)[CH2:27]1)=[O:21])([CH3:18])([CH3:16])[CH3:17]. The yield is 0.410. (3) The reactants are [CH:1]1([N:6]2[C:15]3[N:14]=[C:13]([NH:16][C:17]4[CH:18]=[CH:19][C:20]([C:26]([NH:28][CH2:29][C@H:30]([OH:45])[CH2:31][N:32]5[CH2:37][CH2:36][N:35]([C:38](OC(C)(C)C)=O)[CH2:34][CH2:33]5)=[O:27])=[C:21]5[C:25]=4[O:24][CH2:23][CH2:22]5)[N:12]=[CH:11][C:10]=3[N:9]([CH3:46])[C:8](=[O:47])[C@H:7]2[CH2:48][CH3:49])[CH2:5][CH2:4][CH2:3][CH2:2]1.Cl.C(=O)(O)[O-].[Na+].C1(C)C=CC(S(OC)(=O)=O)=CC=1. The catalyst is ClCCl.O1CCOCC1.O. The product is [CH:1]1([N:6]2[C:15]3[N:14]=[C:13]([NH:16][C:17]4[CH:18]=[CH:19][C:20]([C:26]([NH:28][CH2:29][C@H:30]([OH:45])[CH2:31][N:32]5[CH2:37][CH2:36][N:35]([CH3:38])[CH2:34][CH2:33]5)=[O:27])=[C:21]5[C:25]=4[O:24][CH2:23][CH2:22]5)[N:12]=[CH:11][C:10]=3[N:9]([CH3:46])[C:8](=[O:47])[C@H:7]2[CH2:48][CH3:49])[CH2:2][CH2:3][CH2:4][CH2:5]1. The yield is 0.300. (4) The reactants are [Cl:1][C:2]1[CH:7]=[C:6]([N:8]2[CH2:13][CH2:12][O:11][CH2:10][CH2:9]2)[N:5]=[C:4]([CH2:14][CH2:15][CH2:16][C:17](OCC)=[O:18])[N:3]=1.[H-].C([Al+]CC(C)C)C(C)C. The catalyst is C1COCC1. The product is [Cl:1][C:2]1[CH:7]=[C:6]([N:8]2[CH2:13][CH2:12][O:11][CH2:10][CH2:9]2)[N:5]=[C:4]([CH2:14][CH2:15][CH2:16][CH2:17][OH:18])[N:3]=1. The yield is 0.790. (5) The reactants are [CH2:1]([N:3]([CH2:36][CH3:37])[CH2:4][CH2:5][CH2:6][NH:7][C:8]1[N:9]=[C:10]([C:27]2[CH:35]=[CH:34][C:30]([C:31](O)=[O:32])=[CH:29][CH:28]=2)[C:11]2[CH:17]=[CH:16][C:15](=[O:18])[N:14]([C:19]3[C:24]([F:25])=[CH:23][CH:22]=[CH:21][C:20]=3[F:26])[C:12]=2[N:13]=1)[CH3:2].CN(C(O[N:46]1N=N[C:48]2C=CC=[CH:52][C:47]1=2)=[N+](C)C)C.F[P-](F)(F)(F)(F)F.C(N(CC)CC)C.C(N)(C)C. The catalyst is CN(C=O)C. The product is [CH2:1]([N:3]([CH2:36][CH3:37])[CH2:4][CH2:5][CH2:6][NH:7][C:8]1[N:9]=[C:10]([C:27]2[CH:35]=[CH:34][C:30]([C:31]([NH:46][CH:47]([CH3:52])[CH3:48])=[O:32])=[CH:29][CH:28]=2)[C:11]2[CH:17]=[CH:16][C:15](=[O:18])[N:14]([C:19]3[C:20]([F:26])=[CH:21][CH:22]=[CH:23][C:24]=3[F:25])[C:12]=2[N:13]=1)[CH3:2]. The yield is 0.530.